From a dataset of Full USPTO retrosynthesis dataset with 1.9M reactions from patents (1976-2016). Predict the reactants needed to synthesize the given product. (1) Given the product [NH:1]1[C:9]2[C:4](=[C:5]([C:10]3[N:11]=[C:12]([N:22]4[CH2:27][CH2:26][O:25][CH2:24][CH2:23]4)[C:13]4[CH:18]=[C:17]([C:19]([N:35]5[CH2:36][CH2:37][N:32]([S:29]([CH3:28])(=[O:31])=[O:30])[CH2:33][CH2:34]5)=[O:21])[S:16][C:14]=4[N:15]=3)[CH:6]=[CH:7][CH:8]=2)[CH:3]=[N:2]1, predict the reactants needed to synthesize it. The reactants are: [NH:1]1[C:9]2[C:4](=[C:5]([C:10]3[N:11]=[C:12]([N:22]4[CH2:27][CH2:26][O:25][CH2:24][CH2:23]4)[C:13]4[CH:18]=[C:17]([C:19]([OH:21])=O)[S:16][C:14]=4[N:15]=3)[CH:6]=[CH:7][CH:8]=2)[CH:3]=[N:2]1.[CH3:28][S:29]([N:32]1[CH2:37][CH2:36][NH:35][CH2:34][CH2:33]1)(=[O:31])=[O:30]. (2) Given the product [C:1]([C:3]1[C:8]([C:9]2[CH:14]=[CH:13][C:12]([OH:15])=[CH:11][C:10]=2[F:16])=[N:7][C:6]2[NH:17][N:18]=[C:19]([CH3:20])[C:5]=2[C:4]=1[C:21]([N:27]1[CH2:26][CH2:25][N:24]([C:30]([O:32][C:33]([CH3:36])([CH3:35])[CH3:34])=[O:31])[CH2:29][CH2:28]1)=[O:22])#[N:2], predict the reactants needed to synthesize it. The reactants are: [C:1]([C:3]1[C:8]([C:9]2[CH:14]=[CH:13][C:12]([OH:15])=[CH:11][C:10]=2[F:16])=[N:7][C:6]2[NH:17][N:18]=[C:19]([CH3:20])[C:5]=2[C:4]=1[C:21](O)=[O:22])#[N:2].[N:24]1([C:30]([O:32][C:33]([CH3:36])([CH3:35])[CH3:34])=[O:31])[CH2:29][CH2:28][NH:27][CH2:26][CH2:25]1.Cl.C(N)CCN.N1(O)C2C=CC=CC=2N=N1. (3) The reactants are: [C:1]([O:9][C@@H:10]1[CH2:18][C@@H:13]2[O:14][C:15](=[O:17])[CH2:16][C@@H:12]2[C@H:11]1/[CH:19]=[CH:20]/[C:21](=[O:31])[CH2:22][O:23][C:24]1[CH:29]=[CH:28][CH:27]=[C:26]([Cl:30])[CH:25]=1)(=[O:8])[C:2]1[CH:7]=[CH:6][CH:5]=[CH:4][CH:3]=1.B(Cl)([C@H]1[C@H](C)[C@@H]2C(C)(C)[C@@H](C2)C1)[C@H]1[C@H](C)[C@@H]2C(C)(C)[C@@H](C2)C1. Given the product [C:1]([O:9][C@@H:10]1[CH2:18][C@@H:13]2[O:14][C:15](=[O:17])[CH2:16][C@@H:12]2[C@H:11]1/[CH:19]=[CH:20]/[C@@H:21]([OH:31])[CH2:22][O:23][C:24]1[CH:29]=[CH:28][CH:27]=[C:26]([Cl:30])[CH:25]=1)(=[O:8])[C:2]1[CH:3]=[CH:4][CH:5]=[CH:6][CH:7]=1, predict the reactants needed to synthesize it.